The task is: Predict which catalyst facilitates the given reaction.. This data is from Catalyst prediction with 721,799 reactions and 888 catalyst types from USPTO. (1) Reactant: [OH-].[Na+].[NH2:3][C@H:4]([C:6]([OH:8])=[O:7])[CH3:5].[C:9](Cl)(=[O:13])[C:10]([CH3:12])=[CH2:11].Cl. Product: [C:9]([NH:3][C@H:4]([C:6]([OH:8])=[O:7])[CH3:5])(=[O:13])[C:10]([CH3:12])=[CH2:11]. The catalyst class is: 90. (2) Reactant: [CH3:1][C:2]([CH3:22])([CH3:21])[CH2:3][CH2:4][N:5]1[CH:10]=[CH:9][C:8]([C:11]2[CH:16]=[CH:15][N:14]3[N:17]=[CH:18][CH:19]=[C:13]3[N:12]=2)=[CH:7][C:6]1=[O:20].[Br:23]N1C(=O)CCC1=O. Product: [Br:23][C:19]1[CH:18]=[N:17][N:14]2[CH:15]=[CH:16][C:11]([C:8]3[CH:9]=[CH:10][N:5]([CH2:4][CH2:3][C:2]([CH3:22])([CH3:21])[CH3:1])[C:6](=[O:20])[CH:7]=3)=[N:12][C:13]=12. The catalyst class is: 115. (3) Reactant: [CH2:1]([O:5][CH2:6][CH2:7][O:8][C:9]1[CH:14]=[CH:13][C:12]([C:15]2[CH:16]=[CH:17][C:18]3[N:24]([CH2:25][CH2:26][CH3:27])[CH2:23][CH2:22][C:21]([C:28]([NH:30][C:31]4[CH:36]=[CH:35][C:34]([S:37][CH2:38][C:39]5[N:43]([CH2:44][CH2:45][CH3:46])[N:42]=[N:41][CH:40]=5)=[CH:33][CH:32]=4)=[O:29])=[CH:20][C:19]=3[CH:47]=2)=[CH:11][CH:10]=1)[CH2:2][CH2:3][CH3:4].ClC1C=CC=C(C(OO)=[O:56])C=1.S([O-])([O-])(=O)=S.[Na+].[Na+]. Product: [CH2:1]([O:5][CH2:6][CH2:7][O:8][C:9]1[CH:10]=[CH:11][C:12]([C:15]2[CH:16]=[CH:17][C:18]3[N:24]([CH2:25][CH2:26][CH3:27])[CH2:23][CH2:22][C:21]([C:28]([NH:30][C:31]4[CH:32]=[CH:33][C:34]([S:37]([CH2:38][C:39]5[N:43]([CH2:44][CH2:45][CH3:46])[N:42]=[N:41][CH:40]=5)=[O:56])=[CH:35][CH:36]=4)=[O:29])=[CH:20][C:19]=3[CH:47]=2)=[CH:13][CH:14]=1)[CH2:2][CH2:3][CH3:4]. The catalyst class is: 2. (4) Reactant: CC1[N:3]([C:8]2[N:13]=[C:12]([CH2:14][C:15]([N:17]3[C:25]4[C:20](=[CH:21][C:22]([NH:26][C:27](=[O:40])[C:28]5[CH:33]=[CH:32][CH:31]=[CH:30][C:29]=5[N:34]5[CH2:39][CH2:38][CH2:37][CH2:36][CH2:35]5)=[CH:23][CH:24]=4)[CH2:19][CH2:18]3)=[O:16])[CH:11]=[CH:10][CH:9]=2)C(C)=CC=1.Cl.NO.C(N(CC)CC)C. Product: [NH2:3][C:8]1[N:13]=[C:12]([CH2:14][C:15]([N:17]2[C:25]3[C:20](=[CH:21][C:22]([NH:26][C:27](=[O:40])[C:28]4[CH:33]=[CH:32][CH:31]=[CH:30][C:29]=4[N:34]4[CH2:39][CH2:38][CH2:37][CH2:36][CH2:35]4)=[CH:23][CH:24]=3)[CH2:19][CH2:18]2)=[O:16])[CH:11]=[CH:10][CH:9]=1. The catalyst class is: 40. (5) The catalyst class is: 4. Product: [Br:1][C:2]1[C:3]([CH:17]2[O:18][CH2:19][CH2:20][O:21]2)=[CH:4][C:5]2[C:6]([CH3:15])([CH3:16])[C:7](=[O:14])[CH2:8][C:9]([CH3:12])([CH3:13])[C:10]=2[CH:11]=1. Reactant: [Br:1][C:2]1[C:3]([CH:17]2[O:21][CH2:20][CH2:19][O:18]2)=[CH:4][C:5]2[C:6]([CH3:16])([CH3:15])[CH:7]([OH:14])[CH2:8][C:9]([CH3:13])([CH3:12])[C:10]=2[CH:11]=1.CC(OI1(OC(C)=O)(OC(C)=O)OC(=O)C2C=CC=CC1=2)=O.C(=O)(O)[O-].[Na+].S([O-])([O-])(=O)=S.[Na+].[Na+]. (6) Reactant: FC(F)(F)S([O:6][S:7]([C:10]([F:13])([F:12])[F:11])(=[O:9])=[O:8])(=O)=O.[CH2:16]([O:18][C:19]1[CH:24]=[C:23]([C:25]([O:27][CH2:28][CH3:29])=[O:26])[CH:22]=[C:21](O)[C:20]=1[C:31]1[CH:36]=[CH:35][C:34]([F:37])=[CH:33][CH:32]=1)[CH3:17]. Product: [CH2:16]([O:18][C:19]1[CH:24]=[C:23]([C:25]([O:27][CH2:28][CH3:29])=[O:26])[CH:22]=[C:21]([O:6][S:7]([C:10]([F:11])([F:12])[F:13])(=[O:8])=[O:9])[C:20]=1[C:31]1[CH:36]=[CH:35][C:34]([F:37])=[CH:33][CH:32]=1)[CH3:17]. The catalyst class is: 17. (7) Product: [Br:1][C:2]1[CH:10]=[CH:9][C:5]([CH2:6][OH:7])=[CH:4][C:3]=1[F:11]. The catalyst class is: 1. Reactant: [Br:1][C:2]1[CH:10]=[CH:9][C:5]([C:6](O)=[O:7])=[CH:4][C:3]=1[F:11].